From a dataset of Full USPTO retrosynthesis dataset with 1.9M reactions from patents (1976-2016). Predict the reactants needed to synthesize the given product. Given the product [I:43][C:40]1[CH:39]=[CH:38][C:37]([CH:26]2[C:25]([C:21]3[CH:22]=[CH:23][CH:24]=[C:19]([O:18][CH:17]4[CH2:16][CH2:15][CH2:14][CH2:13][O:8]4)[CH:20]=3)=[C:34]([CH3:35])[C:33]3[C:28](=[CH:29][CH:30]=[C:31]([O:36][CH:49]4[CH2:48][CH2:47][CH2:46][CH2:45][O:44]4)[CH:32]=3)[O:27]2)=[CH:42][CH:41]=1, predict the reactants needed to synthesize it. The reactants are: [C:15]1(C)[CH:16]=[CH:17]C(S([O-])(=[O:8])=[O:8])=[CH:13][CH:14]=1.[NH+]1[CH:17]=[CH:16][CH:15]=[CH:14][CH:13]=1.[OH:18][C:19]1[CH:20]=[C:21]([C:25]2[CH:26]([C:37]3[CH:42]=[CH:41][C:40]([I:43])=[CH:39][CH:38]=3)[O:27][C:28]3[C:33]([C:34]=2[CH3:35])=[CH:32][C:31]([OH:36])=[CH:30][CH:29]=3)[CH:22]=[CH:23][CH:24]=1.[O:44]1[CH:49]=[CH:48][CH2:47][CH2:46][CH2:45]1.